From a dataset of Reaction yield outcomes from USPTO patents with 853,638 reactions. Predict the reaction yield, written as a fraction of the theoretical maximum amount of product (1.0 means a 100% yield; for example, 0.34 means a 34% yield). (1) The reactants are [Br:1][C:2]1[C:3]([F:21])=[C:4]2[CH:10]=[CH:9][N:8]([Si](C(C)C)(C(C)C)C(C)C)[C:5]2=[N:6][CH:7]=1.O.CCOCC. The yield is 0.720. The catalyst is C1COCC1. The product is [Br:1][C:2]1[C:3]([F:21])=[C:4]2[CH:10]=[CH:9][NH:8][C:5]2=[N:6][CH:7]=1. (2) The reactants are [CH3:1][O:2][C:3]1[CH:8]=[CH:7][CH:6]=[CH:5][C:4]=1[NH:9][C:10](=[O:27])[NH:11][C:12]1[CH:17]=[CH:16][C:15]([CH2:18][C:19]([O:21]C(C)(C)C)=[O:20])=[CH:14][C:13]=1[CH3:26].FC(F)(F)C(O)=O. The catalyst is C(Cl)Cl. The product is [CH3:1][O:2][C:3]1[CH:8]=[CH:7][CH:6]=[CH:5][C:4]=1[NH:9][C:10](=[O:27])[NH:11][C:12]1[CH:17]=[CH:16][C:15]([CH2:18][C:19]([OH:21])=[O:20])=[CH:14][C:13]=1[CH3:26]. The yield is 0.830. (3) The product is [CH3:1][O:2][CH2:3][CH2:4][O:5][CH2:6][C:7]([C:10]1[CH:15]=[CH:14][C:13]([NH2:16])=[CH:12][C:11]=1[N+:17]([O-:19])=[O:18])([CH3:9])[CH3:8]. The yield is 0.710. The reactants are [CH3:1][O:2][CH2:3][CH2:4][O:5][CH2:6][C:7]([C:10]1[CH:15]=[CH:14][C:13]([NH2:16])=[CH:12][CH:11]=1)([CH3:9])[CH3:8].[N+:17]([O-])([O-:19])=[O:18].[K+]. The catalyst is OS(O)(=O)=O. (4) The reactants are C[S:2]([C:5]1[CH:6]=[CH:7][C:8]([N:14]2[CH2:18][CH2:17][CH2:16][CH2:15]2)=[C:9]([CH:13]=1)[C:10]([OH:12])=[O:11])(=[O:4])=[O:3].ClC1C=CC(S(=O)(=O)[NH:30][CH:31]([CH3:33])[CH3:32])=CC=1C(O)=O.N1CCCC1. No catalyst specified. The product is [CH:31]([NH:30][S:2]([C:5]1[CH:6]=[CH:7][C:8]([N:14]2[CH2:18][CH2:17][CH2:16][CH2:15]2)=[C:9]([CH:13]=1)[C:10]([OH:12])=[O:11])(=[O:4])=[O:3])([CH3:33])[CH3:32]. The yield is 0.400. (5) The reactants are [H-].[Na+].[C:3]([C:5]1[CH:6]=[CH:7][C:8]([NH:11][CH2:12][CH2:13][CH2:14][O:15][C:16]2[CH:17]=[C:18]3[C:22](=[CH:23][CH:24]=2)[C@H:21]([CH2:25][C:26]([O:28][CH2:29][CH3:30])=[O:27])[CH2:20][CH2:19]3)=[N:9][CH:10]=1)#[N:4].[CH2:31](I)[CH2:32][CH3:33]. The catalyst is CN(C=O)C. The product is [C:3]([C:5]1[CH:6]=[CH:7][C:8]([N:11]([CH2:31][CH2:32][CH3:33])[CH2:12][CH2:13][CH2:14][O:15][C:16]2[CH:17]=[C:18]3[C:22](=[CH:23][CH:24]=2)[C@H:21]([CH2:25][C:26]([O:28][CH2:29][CH3:30])=[O:27])[CH2:20][CH2:19]3)=[N:9][CH:10]=1)#[N:4]. The yield is 0.990. (6) The reactants are [OH-].[Na+].[CH3:3][C@H:4]1[CH2:9][N:8]([C:10]2[N:15]=[C:14]([C@H:16]3[CH2:20][CH2:19][CH2:18][O:17]3)[C:13]([C:21]([O:23]C)=[O:22])=[CH:12][N:11]=2)[CH2:7][C@@H:6]([CH3:25])[O:5]1. The catalyst is CO. The product is [CH3:25][C@H:6]1[CH2:7][N:8]([C:10]2[N:15]=[C:14]([C@H:16]3[CH2:20][CH2:19][CH2:18][O:17]3)[C:13]([C:21]([OH:23])=[O:22])=[CH:12][N:11]=2)[CH2:9][C@@H:4]([CH3:3])[O:5]1. The yield is 0.990. (7) The reactants are [N:1]1[C:9]([NH2:10])=[C:8]2[C:4]([N:5]=[CH:6][NH:7]2)=[N:3][CH:2]=1.Br[CH2:12][CH2:13][C:14]#[N:15].[H-].[Na+]. The catalyst is CN(C=O)C. The product is [C:14]([CH2:13][CH2:12][N:5]1[CH:6]=[N:7][C:8]2[C:4]1=[N:3][CH:2]=[N:1][C:9]=2[NH2:10])#[N:15]. The yield is 0.750. (8) The reactants are [Cl:1][C:2]1[CH:7]=[C:6]([CH2:8]O)[C:5]([Cl:10])=[CH:4][N:3]=1.[Br:11]C(Br)(Br)Br.C1(P(C2C=CC=CC=2)C2C=CC=CC=2)C=CC=CC=1. The catalyst is C(Cl)Cl. The product is [Br:11][CH2:8][C:6]1[C:5]([Cl:10])=[CH:4][N:3]=[C:2]([Cl:1])[CH:7]=1. The yield is 0.420. (9) The reactants are [CH2:1]([C:3]1[O:4][CH:5]=[C:6](/[CH:8]=[CH:9]/[C:10]2[C:11]([O:21]COC)=[N:12][N:13]([C:15]3[CH:20]=[CH:19][CH:18]=[CH:17][CH:16]=3)[CH:14]=2)[N:7]=1)[CH3:2].[ClH:25]. The catalyst is CO. The product is [ClH:25].[CH2:1]([C:3]1[O:4][CH:5]=[C:6](/[CH:8]=[CH:9]/[C:10]2[C:11]([OH:21])=[N:12][N:13]([C:15]3[CH:20]=[CH:19][CH:18]=[CH:17][CH:16]=3)[CH:14]=2)[N:7]=1)[CH3:2]. The yield is 0.900. (10) The reactants are F[C:2]1[C:3]([C:17]2[CH:22]=[CH:21][CH:20]=[CH:19][CH:18]=2)=[C:4]([CH3:16])[C:5]([C:14]#[N:15])=[C:6]2[C:10]=1[O:9][C:8]([N:11]([CH3:13])[CH3:12])=[N:7]2.C(N(CC)CC)C.[CH3:30][N:31]([CH3:37])[C@H:32]1[CH2:36][CH2:35][NH:34][CH2:33]1. The catalyst is CS(C)=O.ClCCl. The product is [CH3:12][N:11]([CH3:13])[C:8]1[O:9][C:10]2[C:6](=[C:5]([C:14]#[N:15])[C:4]([CH3:16])=[C:3]([C:17]3[CH:22]=[CH:21][CH:20]=[CH:19][CH:18]=3)[C:2]=2[N:34]2[CH2:35][CH2:36][C@H:32]([N:31]([CH3:37])[CH3:30])[CH2:33]2)[N:7]=1. The yield is 0.330.